Task: Predict the product of the given reaction.. Dataset: Forward reaction prediction with 1.9M reactions from USPTO patents (1976-2016) (1) The product is: [CH2:20]([O:19][C:17](=[O:18])[CH:16]([O:13][C:12]1[CH:11]=[CH:10][CH:9]=[CH:8][C:7]=1[CH3:14])[CH3:22])[CH3:21]. Given the reactants C(=O)([O-])[O-].[Cs+].[Cs+].[C:7]1([CH3:14])[C:12]([OH:13])=[CH:11][CH:10]=[CH:9][CH:8]=1.Br[CH:16]([CH3:22])[C:17]([O:19][CH2:20][CH3:21])=[O:18], predict the reaction product. (2) Given the reactants [N:1]1([CH2:6][CH2:7][CH2:8][NH2:9])[CH:5]=[CH:4][N:3]=[CH:2]1.[F:10][C:11]1[CH:18]=[CH:17][CH:16]=[CH:15][C:12]=1[CH:13]=O.C([O:21][C:22](=O)[C:23](=[O:31])[CH2:24][C:25]1[CH:30]=[CH:29][CH:28]=[CH:27][CH:26]=1)C, predict the reaction product. The product is: [F:10][C:11]1[CH:18]=[CH:17][CH:16]=[CH:15][C:12]=1[CH:13]1[N:9]([CH2:8][CH2:7][CH2:6][N:1]2[CH:5]=[CH:4][N:3]=[CH:2]2)[C:22](=[O:21])[C:23]([OH:31])=[C:24]1[C:25]1[CH:30]=[CH:29][CH:28]=[CH:27][CH:26]=1. (3) Given the reactants B.C1COCC1.[CH3:7][C:8]1[CH:13]=[CH:12][CH:11]=[CH:10][C:9]=1[O:14][C:15]1[S:19][C:18]([C:20]#[N:21])=[CH:17][CH:16]=1.[ClH:22], predict the reaction product. The product is: [ClH:22].[CH3:7][C:8]1[CH:13]=[CH:12][CH:11]=[CH:10][C:9]=1[O:14][C:15]1[S:19][C:18]([CH2:20][NH2:21])=[CH:17][CH:16]=1. (4) Given the reactants [CH3:1][C:2]1[C:6]2[C:7](=[O:18])[N:8]([CH2:11][CH2:12][N:13]3[CH2:17][CH2:16][CH2:15][CH2:14]3)[CH2:9][CH2:10][C:5]=2[NH:4][C:3]=1[CH:19]=O.[F:21][C:22]1[CH:23]=[C:24]2[C:28](=[CH:29][C:30]=1[NH:31][C:32](=[O:37])[C:33]([OH:36])([CH3:35])[CH3:34])[NH:27][C:26](=[O:38])[CH2:25]2, predict the reaction product. The product is: [F:21][C:22]1[CH:23]=[C:24]2[C:28](=[CH:29][C:30]=1[NH:31][C:32](=[O:37])[C:33]([OH:36])([CH3:35])[CH3:34])[NH:27][C:26](=[O:38])[C:25]2=[CH:19][C:3]1[NH:4][C:5]2[CH2:10][CH2:9][N:8]([CH2:11][CH2:12][N:13]3[CH2:14][CH2:15][CH2:16][CH2:17]3)[C:7](=[O:18])[C:6]=2[C:2]=1[CH3:1]. (5) Given the reactants Cl[C:2]1[CH:7]=[CH:6][C:5]([C:8]2[CH:9]=[N:10][N:11]([CH3:13])[CH:12]=2)=[CH:4][C:3]=1[CH3:14].[B:15]1([B:15]2[O:19][C:18]([CH3:21])([CH3:20])[C:17]([CH3:23])([CH3:22])[O:16]2)[O:19][C:18]([CH3:21])([CH3:20])[C:17]([CH3:23])([CH3:22])[O:16]1.CC(C1C=C(C(C)C)C(C2C=CC=CC=2P(C2CCCCC2)C2CCCCC2)=C(C(C)C)C=1)C.C([O-])(=O)C.[K+], predict the reaction product. The product is: [CH3:13][N:11]1[CH:12]=[C:8]([C:5]2[CH:6]=[CH:7][C:2]([B:15]3[O:19][C:18]([CH3:21])([CH3:20])[C:17]([CH3:23])([CH3:22])[O:16]3)=[C:3]([CH3:14])[CH:4]=2)[CH:9]=[N:10]1. (6) Given the reactants C([O:4][C@H:5]([C@:16]12[CH2:51][C:50](=[O:52])[C:49]([CH:53]([CH3:55])[CH3:54])=[C:17]1[C@@H:18]1[C@@:31]([CH3:34])([CH2:32][CH2:33]2)[C@@:30]2([CH3:35])[C@@H:21]([C@:22]3([CH3:48])[C@@H:27]([CH2:28][CH2:29]2)[C:26]([CH3:37])([CH3:36])[C@@H:25]([O:38][C:39](=[O:47])[CH2:40][C:41]([CH3:46])([CH3:45])[C:42]([OH:44])=[O:43])[CH2:24][CH2:23]3)[CH2:20][CH2:19]1)[CH2:6][NH:7][CH2:8][C:9]1[CH:14]=[CH:13][C:12]([Cl:15])=[CH:11][CH:10]=1)(=O)C.[C:56]([O-:59])([O-])=O.[Na+].[Na+].[CH3:62]O, predict the reaction product. The product is: [Cl:15][C:12]1[CH:11]=[CH:10][C:9]([CH2:8][N:7]([CH2:6][C@@H:5]([C@:16]23[CH2:51][C:50](=[O:52])[C:49]([CH:53]([CH3:54])[CH3:55])=[C:17]2[C@@H:18]2[C@@:31]([CH3:34])([CH2:32][CH2:33]3)[C@@:30]3([CH3:35])[C@@H:21]([C@:22]4([CH3:48])[C@@H:27]([CH2:28][CH2:29]3)[C:26]([CH3:36])([CH3:37])[C@@H:25]([O:38][C:39](=[O:47])[CH2:40][C:41]([CH3:46])([CH3:45])[C:42]([OH:44])=[O:43])[CH2:24][CH2:23]4)[CH2:20][CH2:19]2)[OH:4])[C:56](=[O:59])[CH3:62])=[CH:14][CH:13]=1. (7) The product is: [CH2:1]([O:5][C:6]([C:8]1[N:9]=[C:10]([O:26][CH3:27])[C:11]2[C:16]([C:17]=1[O:18][CH2:19][C:20]1[CH:21]=[CH:22][CH:23]=[CH:24][CH:25]=1)=[CH:15][CH:14]=[CH:13][CH:12]=2)=[O:7])[CH2:2][CH2:3][CH3:4]. Given the reactants [CH2:1]([O:5][C:6]([C:8]1[N:9]=[C:10]([OH:26])[C:11]2[C:16]([C:17]=1[O:18][CH2:19][C:20]1[CH:25]=[CH:24][CH:23]=[CH:22][CH:21]=1)=[CH:15][CH:14]=[CH:13][CH:12]=2)=[O:7])[CH2:2][CH2:3][CH3:4].[CH2:27](Cl)Cl, predict the reaction product.